This data is from NCI-60 drug combinations with 297,098 pairs across 59 cell lines. The task is: Regression. Given two drug SMILES strings and cell line genomic features, predict the synergy score measuring deviation from expected non-interaction effect. (1) Drug 1: CC(C1=C(C=CC(=C1Cl)F)Cl)OC2=C(N=CC(=C2)C3=CN(N=C3)C4CCNCC4)N. Cell line: RPMI-8226. Drug 2: C1=CC(=CC=C1C#N)C(C2=CC=C(C=C2)C#N)N3C=NC=N3. Synergy scores: CSS=-5.69, Synergy_ZIP=7.45, Synergy_Bliss=9.90, Synergy_Loewe=0.492, Synergy_HSA=2.59. (2) Drug 1: CCCCCOC(=O)NC1=NC(=O)N(C=C1F)C2C(C(C(O2)C)O)O. Drug 2: CC=C1C(=O)NC(C(=O)OC2CC(=O)NC(C(=O)NC(CSSCCC=C2)C(=O)N1)C(C)C)C(C)C. Cell line: OVCAR-4. Synergy scores: CSS=10.4, Synergy_ZIP=-1.84, Synergy_Bliss=-1.22, Synergy_Loewe=-95.5, Synergy_HSA=-4.85.